Dataset: Peptide-MHC class I binding affinity with 185,985 pairs from IEDB/IMGT. Task: Regression. Given a peptide amino acid sequence and an MHC pseudo amino acid sequence, predict their binding affinity value. This is MHC class I binding data. (1) The peptide sequence is SIYEVGIVL. The MHC is HLA-A02:19 with pseudo-sequence HLA-A02:19. The binding affinity (normalized) is 0.327. (2) The peptide sequence is TYSPALNKM. The MHC is HLA-B08:01 with pseudo-sequence HLA-B08:01. The binding affinity (normalized) is 0.0847. (3) The peptide sequence is YPKCDLVEL. The MHC is HLA-B08:01 with pseudo-sequence HLA-B08:01. The binding affinity (normalized) is 0.419. (4) The binding affinity (normalized) is 0.0847. The MHC is HLA-B18:01 with pseudo-sequence HLA-B18:01. The peptide sequence is FLQDESAYV.